From a dataset of Tyrosyl-DNA phosphodiesterase HTS with 341,365 compounds. Binary Classification. Given a drug SMILES string, predict its activity (active/inactive) in a high-throughput screening assay against a specified biological target. (1) The result is 0 (inactive). The compound is S(CC(=O)N1CCc2c(C1)cccc2)c1[nH]c(N)cc(=O)n1. (2) The drug is FC(F)Oc1c(c2n(c3c(n(CCC)c(=O)[nH]c3=O)n2)CCOC)cccc1. The result is 0 (inactive). (3) The compound is O=C(N1CCN(CC1)C(OCC)=O)c1c2c(n(c3c2cccc3)C)c(=O)n(CC(C)C)c1. The result is 0 (inactive).